From a dataset of Full USPTO retrosynthesis dataset with 1.9M reactions from patents (1976-2016). Predict the reactants needed to synthesize the given product. (1) Given the product [CH2:12]([N:8]([CH2:9][CH:10]=[CH2:11])[C:7]1[CH:15]=[CH:16][C:4]([NH2:1])=[CH:5][CH:6]=1)[CH:13]=[CH2:14], predict the reactants needed to synthesize it. The reactants are: [N+:1]([C:4]1[CH:16]=[CH:15][C:7]([N:8]([CH2:12][CH:13]=[CH2:14])[CH2:9][CH:10]=[CH2:11])=[CH:6][CH:5]=1)([O-])=O.O.O.[Sn](Cl)Cl. (2) Given the product [Br:17][CH2:18][CH2:19][CH2:20][CH2:21][CH2:22][CH2:23][CH2:24][CH2:25][CH2:26][CH2:27][C:28]([NH:2][C@H:3]1[CH2:10][CH2:9][CH2:8][NH:7][C:5](=[O:6])[CH2:4]1)=[O:29], predict the reactants needed to synthesize it. The reactants are: Cl.[NH2:2][C@H:3]1[CH2:10][CH2:9][CH2:8][NH:7][C:5](=[O:6])[CH2:4]1.C([O-])([O-])=O.[Na+].[Na+].[Br:17][CH2:18][CH2:19][CH2:20][CH2:21][CH2:22][CH2:23][CH2:24][CH2:25][CH2:26][CH2:27][C:28](Cl)=[O:29]. (3) Given the product [C:14]([O:20][CH2:21][N:22]1[C:26]2[N:27]=[CH:28][N:29]=[C:30]([C:31]3[CH:32]=[N:33][N:34]([C@@H:6]([CH:1]4[CH2:5][CH2:4][CH2:3][CH2:2]4)[CH2:7][CH:8]=[O:9])[CH:35]=3)[C:25]=2[CH:24]=[CH:23]1)(=[O:19])[C:15]([CH3:18])([CH3:17])[CH3:16], predict the reactants needed to synthesize it. The reactants are: [CH:1]1(/[CH:6]=[CH:7]/[CH:8]=[O:9])[CH2:5][CH2:4][CH2:3][CH2:2]1.C(Cl)(Cl)Cl.[C:14]([O:20][CH2:21][N:22]1[C:26]2[N:27]=[CH:28][N:29]=[C:30]([C:31]3[CH:32]=[N:33][NH:34][CH:35]=3)[C:25]=2[CH:24]=[CH:23]1)(=[O:19])[C:15]([CH3:18])([CH3:17])[CH3:16]. (4) Given the product [CH3:1][O:2][CH2:3][C@@H:4]([NH:6][C:7]([C:9]1[C:17]2[C:12](=[N:13][CH:14]=[C:15]([C:36]3[N:35]=[CH:34][N:32]4[CH:33]=[C:28]([F:27])[CH:29]=[C:30]([F:50])[C:31]=34)[N:16]=2)[N:11]([CH2:19][O:20][CH2:21][CH2:22][Si:23]([CH3:26])([CH3:25])[CH3:24])[CH:10]=1)=[O:8])[CH3:5], predict the reactants needed to synthesize it. The reactants are: [CH3:1][O:2][CH2:3][C@@H:4]([NH:6][C:7]([C:9]1[C:17]2[C:12](=[N:13][CH:14]=[C:15](Br)[N:16]=2)[N:11]([CH2:19][O:20][CH2:21][CH2:22][Si:23]([CH3:26])([CH3:25])[CH3:24])[CH:10]=1)=[O:8])[CH3:5].[F:27][C:28]1[CH:29]=[C:30]([F:50])[C:31]2[N:32]([CH:34]=[N:35][C:36]=2[Sn](CCCC)(CCCC)CCCC)[CH:33]=1. (5) Given the product [Cl:1][C:2]1[CH:7]=[C:6]2[NH:8][C:9](=[O:39])[C:10]3([CH:15]([C:16]4[CH:21]=[C:20]([Cl:22])[CH:19]=[CH:18][C:17]=4[O:23][C:24]([C:27](=[O:29])[N:42]([CH3:43])[CH3:41])([CH3:26])[CH3:25])[CH2:14][C:13](=[O:30])[NH:12][CH:11]3[C:31]3[CH:36]=[C:35]([Cl:37])[CH:34]=[CH:33][C:32]=3[F:38])[C:5]2=[CH:4][CH:3]=1, predict the reactants needed to synthesize it. The reactants are: [Cl:1][C:2]1[CH:7]=[C:6]2[NH:8][C:9](=[O:39])[C:10]3([CH:15]([C:16]4[CH:21]=[C:20]([Cl:22])[CH:19]=[CH:18][C:17]=4[O:23][C:24]([C:27]([OH:29])=O)([CH3:26])[CH3:25])[CH2:14][C:13](=[O:30])[NH:12][CH:11]3[C:31]3[CH:36]=[C:35]([Cl:37])[CH:34]=[CH:33][C:32]=3[F:38])[C:5]2=[CH:4][CH:3]=1.Cl.[CH3:41][NH:42][CH3:43].CCN=C=NCCCN(C)C.Cl.CCN(C(C)C)C(C)C. (6) Given the product [I:1][C:2]1[CH:3]=[CH:4][C:5]2[N:6]([C:8]([CH3:16])=[C:9]([CH2:11][OH:12])[N:10]=2)[CH:7]=1, predict the reactants needed to synthesize it. The reactants are: [I:1][C:2]1[CH:3]=[CH:4][C:5]2[N:6]([C:8]([CH3:16])=[C:9]([C:11](OCC)=[O:12])[N:10]=2)[CH:7]=1.[H-].C([Al+]CC(C)C)C(C)C.